This data is from Orexin1 receptor HTS with 218,158 compounds and 233 confirmed actives. The task is: Binary Classification. Given a drug SMILES string, predict its activity (active/inactive) in a high-throughput screening assay against a specified biological target. (1) The result is 0 (inactive). The compound is S(CC(=O)Nc1c(N2CCCCC2)cccc1)Cc1c(onc1C)C. (2) The compound is S(c1nc(=S)n(c(c1C(=O)C)C)Cc1ccccc1)CC. The result is 0 (inactive). (3) The drug is OC1(n2c3C4N(CCCC4(C1)CC)CCc3c1c2cccc1)C(OC)=O. The result is 0 (inactive). (4) The molecule is s1c2c(nc1NC(=O)CO\N=C(\c1cc(OC)c(OC)cc1)C)cccc2. The result is 0 (inactive). (5) The molecule is Brc1c(OCCOCCNCCCOC)ccc(c1)C. The result is 0 (inactive).